This data is from Catalyst prediction with 721,799 reactions and 888 catalyst types from USPTO. The task is: Predict which catalyst facilitates the given reaction. (1) Reactant: C1C([C:7]2[NH:23][C:21](=O)[C:9]3=[C:10](C4C=CC(Cl)=CC=4)[NH:11][C:12](=[O:13])[C:8]=23)=CC=C(Cl)C=1.S(=O)(=O)(O)[OH:26]. Product: [O:26]=[C:8]1[C:7]2[C:10]([CH:9]=[CH:21][N:23]=2)=[N:11][C:12]1=[O:13]. The catalyst class is: 6. (2) Reactant: [C:1]([NH:9][NH2:10])(=O)[C:2]1[CH:7]=[CH:6][CH:5]=[N:4][CH:3]=1.[CH3:11][N:12]=[C:13]=[S:14].C([O-])(O)=O.[Na+].Cl. Product: [CH3:11][N:12]1[C:1]([C:2]2[CH:3]=[N:4][CH:5]=[CH:6][CH:7]=2)=[N:9][NH:10][C:13]1=[S:14]. The catalyst class is: 378. (3) Reactant: C([O:5][C:6](=[O:24])/[CH:7]=[CH:8]/[C:9]1[CH:13]=[CH:12][N:11]([S:14]([CH2:17][C:18]2[CH:23]=[CH:22][CH:21]=[CH:20][CH:19]=2)(=[O:16])=[O:15])[CH:10]=1)(C)(C)C.C(O)(C(F)(F)F)=O. Product: [C:18]1([CH2:17][S:14]([N:11]2[CH:12]=[CH:13][C:9](/[CH:8]=[CH:7]/[C:6]([OH:24])=[O:5])=[CH:10]2)(=[O:16])=[O:15])[CH:19]=[CH:20][CH:21]=[CH:22][CH:23]=1. The catalyst class is: 2. (4) Reactant: N12CCCN=C1CCCCC2.C1N2CN3CN(C2)CN1C3.[Cl:22][C:23]1[CH:24]=[CH:25][C:26]([O:39][CH2:40][CH:41]([CH3:43])[CH3:42])=[C:27]([CH2:29][C:30]2[O:31][CH2:32][CH:33]([C:35]([O:37][CH3:38])=[O:36])[N:34]=2)[CH:28]=1. Product: [Cl:22][C:23]1[CH:24]=[CH:25][C:26]([O:39][CH2:40][CH:41]([CH3:43])[CH3:42])=[C:27]([CH2:29][C:30]2[O:31][CH:32]=[C:33]([C:35]([O:37][CH3:38])=[O:36])[N:34]=2)[CH:28]=1. The catalyst class is: 343. (5) Reactant: [NH2:1][C@H:2]([C:5]([O:7]C(C)(C)C)=[O:6])[CH2:3][OH:4].Cl.[CH2:13]([C@@:17]1([CH2:40][CH3:41])[NH:23][C@H:22]([C:24]2[CH:29]=[CH:28][CH:27]=[CH:26][CH:25]=2)[C:21]2[CH:30]=[C:31]([O:36][CH3:37])[C:32]([CH:34]=O)=[CH:33][C:20]=2[S:19](=[O:39])(=[O:38])[CH2:18]1)[CH2:14][CH2:15][CH3:16].O1CCOCC1. Product: [CH2:13]([C@@:17]1([CH2:40][CH3:41])[NH:23][C@H:22]([C:24]2[CH:29]=[CH:28][CH:27]=[CH:26][CH:25]=2)[C:21]2[CH:30]=[C:31]([O:36][CH3:37])[C:32]([CH2:34][NH:1][C@H:2]([C:5]([OH:7])=[O:6])[CH2:3][OH:4])=[CH:33][C:20]=2[S:19](=[O:38])(=[O:39])[CH2:18]1)[CH2:14][CH2:15][CH3:16]. The catalyst class is: 2. (6) Reactant: [NH:1]1[C:9]2[C:4](=[CH:5][C:6]([C:10]([O:12]C)=[O:11])=[CH:7][CH:8]=2)[CH:3]=[N:2]1.[OH-].[Na+]. Product: [NH:1]1[C:9]2[C:4](=[CH:5][C:6]([C:10]([OH:12])=[O:11])=[CH:7][CH:8]=2)[CH:3]=[N:2]1. The catalyst class is: 24.